Task: Predict the reactants needed to synthesize the given product.. Dataset: Full USPTO retrosynthesis dataset with 1.9M reactions from patents (1976-2016) (1) Given the product [CH2:7]([O:9][C:10]([CH:11]1[C:15](=[O:16])[CH2:14][N:13]([C:20](=[O:37])[CH2:21][CH2:22][CH2:23][CH2:24][CH2:25][NH:26][C:27]([O:29][CH2:30][C:31]2[CH:36]=[CH:35][CH:34]=[CH:33][CH:32]=2)=[O:28])[CH2:12]1)=[O:38])[CH3:8], predict the reactants needed to synthesize it. The reactants are: CC(C)([O-])C.[K+].[CH2:7]([O:9][C:10](=[O:38])[CH2:11][CH2:12][N:13]([C:20](=[O:37])[CH2:21][CH2:22][CH2:23][CH2:24][CH2:25][NH:26][C:27]([O:29][CH2:30][C:31]1[CH:36]=[CH:35][CH:34]=[CH:33][CH:32]=1)=[O:28])[CH2:14][C:15](OCC)=[O:16])[CH3:8].C(O)(=O)C. (2) Given the product [CH3:34][NH:35][CH2:12][CH:13]1[CH2:17][C:16]2[CH:18]=[C:19]([C:30]([F:33])([F:32])[F:31])[CH:20]=[C:21]([C:22]3[CH:27]=[C:26]([F:28])[CH:25]=[CH:24][C:23]=3[F:29])[C:15]=2[O:14]1, predict the reactants needed to synthesize it. The reactants are: CC1C=CC(S(O[CH2:12][CH:13]2[CH2:17][C:16]3[CH:18]=[C:19]([C:30]([F:33])([F:32])[F:31])[CH:20]=[C:21]([C:22]4[CH:27]=[C:26]([F:28])[CH:25]=[CH:24][C:23]=4[F:29])[C:15]=3[O:14]2)(=O)=O)=CC=1.[CH3:34][NH2:35]. (3) Given the product [Cl:1][C:2]1[C:3]([NH:25][C:26]2[CH:30]=[C:29]([CH3:31])[NH:28][N:27]=2)=[N:4][C:5]([NH:8][C:9]2[C:18]3[C:13](=[CH:14][CH:15]=[CH:16][CH:17]=3)[C:12]([CH:19]3[CH2:24][CH2:23][N:22]([CH2:33][C:34]([NH2:36])=[O:35])[CH2:21][CH2:20]3)=[CH:11][CH:10]=2)=[N:6][CH:7]=1, predict the reactants needed to synthesize it. The reactants are: [Cl:1][C:2]1[C:3]([NH:25][C:26]2[CH:30]=[C:29]([CH3:31])[NH:28][N:27]=2)=[N:4][C:5]([NH:8][C:9]2[C:18]3[C:13](=[CH:14][CH:15]=[CH:16][CH:17]=3)[C:12]([CH:19]3[CH2:24][CH2:23][NH:22][CH2:21][CH2:20]3)=[CH:11][CH:10]=2)=[N:6][CH:7]=1.Br[CH2:33][C:34]([NH2:36])=[O:35].C(N(CC)CC)C. (4) Given the product [CH3:16][N:4]1[C:5]2[C:10](=[CH:9][CH:8]=[C:7]([N+:11]([O-:13])=[O:12])[CH:6]=2)[C:2]([CH3:14])([CH3:1])[CH2:3]1, predict the reactants needed to synthesize it. The reactants are: [CH3:1][C:2]1([CH3:14])[C:10]2[C:5](=[CH:6][C:7]([N+:11]([O-:13])=[O:12])=[CH:8][CH:9]=2)[NH:4][CH2:3]1.I[CH3:16]. (5) Given the product [CH3:2][C:3]1[CH:12]=[CH:11][CH:10]=[C:9]2[C:4]=1[CH:5]=[C:6]([CH:14]1[CH2:19][CH2:18][N:17]([CH2:21][CH2:22][CH2:23][OH:24])[CH2:16][CH2:15]1)[NH:7][C:8]2=[O:13], predict the reactants needed to synthesize it. The reactants are: Cl.[CH3:2][C:3]1[CH:12]=[CH:11][CH:10]=[C:9]2[C:4]=1[CH:5]=[C:6]([CH:14]1[CH2:19][CH2:18][NH:17][CH2:16][CH2:15]1)[NH:7][C:8]2=[O:13].Br[CH2:21][CH2:22][CH2:23][OH:24]. (6) Given the product [ClH:1].[Cl:1][C:2]1[CH:3]=[CH:4][C:5]([O:10][CH2:11][CH2:12][N:13]2[CH2:14][CH2:15][O:16][CH2:17][CH2:18]2)=[C:6]([CH:9]=1)[CH2:7][NH2:8], predict the reactants needed to synthesize it. The reactants are: [Cl:1][C:2]1[CH:3]=[CH:4][C:5]([O:10][CH2:11][CH2:12][N:13]2[CH2:18][CH2:17][O:16][CH2:15][CH2:14]2)=[C:6]([CH:9]=1)[C:7]#[N:8].[H-].[Al+3].[Li+].[H-].[H-].[H-].[OH-].[Na+]. (7) Given the product [CH:1]1([C:7]2([CH2:22][N:28]3[CH:32]=[N:31][CH:30]=[N:29]3)[CH2:13][CH:12]3[N:14]([C:15]([O:17][C:18]([CH3:21])([CH3:20])[CH3:19])=[O:16])[CH:9]([CH2:10][CH2:11]3)[CH2:8]2)[CH2:6][CH2:5][CH2:4][CH2:3][CH2:2]1, predict the reactants needed to synthesize it. The reactants are: [CH:1]1([C:7]2([CH2:22]OS(C)(=O)=O)[CH2:13][CH:12]3[N:14]([C:15]([O:17][C:18]([CH3:21])([CH3:20])[CH3:19])=[O:16])[CH:9]([CH2:10][CH2:11]3)[CH2:8]2)[CH2:6][CH2:5][CH2:4][CH2:3][CH2:2]1.[NH:28]1[CH:32]=[N:31][CH:30]=[N:29]1.[Na]. (8) Given the product [CH2:1]1[CH2:10][O:9][C:8]2[CH:7]=[CH:6][C:5]([NH:11][C:28]3[N:33]=[C:32]([NH:34][C:35]4[CH:40]=[CH:39][CH:38]=[C:37]([CH2:41][OH:42])[CH:36]=4)[C:31]([F:43])=[CH:30][N:29]=3)=[CH:4][C:3]=2[O:2]1, predict the reactants needed to synthesize it. The reactants are: [CH2:1]1[CH2:10][O:9][C:8]2[CH:7]=[CH:6][C:5]([NH:11]C3C(F)=CN=C(NC4C=CC=C(O)C=4)N=3)=[CH:4][C:3]=2[O:2]1.Cl[C:28]1[N:33]=[C:32]([NH:34][C:35]2[CH:40]=[CH:39][CH:38]=[C:37]([CH2:41][OH:42])[CH:36]=2)[C:31]([F:43])=[CH:30][N:29]=1.C1COC2C=CC(N)=CC=2O1.